From a dataset of CYP2C19 inhibition data for predicting drug metabolism from PubChem BioAssay. Regression/Classification. Given a drug SMILES string, predict its absorption, distribution, metabolism, or excretion properties. Task type varies by dataset: regression for continuous measurements (e.g., permeability, clearance, half-life) or binary classification for categorical outcomes (e.g., BBB penetration, CYP inhibition). Dataset: cyp2c19_veith. (1) The compound is CC(C)NC(=O)c1ccc(-c2cccc(C(F)(F)F)c2)o1. The result is 1 (inhibitor). (2) The drug is CCOC(=O)/C(C(N)=NCCCO)=C(\O)OCC. The result is 0 (non-inhibitor). (3) The drug is COC(=O)[C@H](NC(=O)c1cc(-c2ccccc2)nc2ccccc12)c1ccccc1. The result is 0 (non-inhibitor).